The task is: Predict the product of the given reaction.. This data is from Forward reaction prediction with 1.9M reactions from USPTO patents (1976-2016). The product is: [OH:46][C:33]1([C:30]2[CH:29]=[CH:28][C:27]3[N:32]([CH:31]=2)[C:11](=[O:12])[CH:10]=[C:14]([OH:15])[N:26]=3)[CH2:38][CH2:37][N:36]([C:39]([O:41][C:42]([CH3:43])([CH3:45])[CH3:44])=[O:40])[CH2:35][CH2:34]1. Given the reactants ClC1C=C(Cl)C=C(Cl)C=1[C:10](C1C(Cl)=CC(Cl)=CC=1Cl)([C:14]([O-])=[O:15])[C:11]([O-])=[O:12].[NH2:26][C:27]1[N:32]=[CH:31][C:30]([C:33]2([OH:46])[CH2:38][CH2:37][N:36]([C:39]([O:41][C:42]([CH3:45])([CH3:44])[CH3:43])=[O:40])[CH2:35][CH2:34]2)=[CH:29][CH:28]=1, predict the reaction product.